Dataset: Catalyst prediction with 721,799 reactions and 888 catalyst types from USPTO. Task: Predict which catalyst facilitates the given reaction. (1) Reactant: [CH2:1]([O:3][C:4](=[O:22])/[CH:5]=[CH:6]/[CH:7]=[CH:8]/[C:9]1[CH:14]=[CH:13][C:12]([O:15][CH2:16][CH2:17][CH2:18][CH2:19][CH2:20][CH3:21])=[CH:11][CH:10]=1)[CH3:2]. Product: [CH2:1]([O:3][C:4](=[O:22])[CH2:5][CH2:6][CH2:7][CH2:8][C:9]1[CH:10]=[CH:11][C:12]([O:15][CH2:16][CH2:17][CH2:18][CH2:19][CH2:20][CH3:21])=[CH:13][CH:14]=1)[CH3:2]. The catalyst class is: 505. (2) Reactant: [F:1][C:2]([F:37])([F:36])[C:3]1[CH:4]=[C:5]([CH:29]=[C:30]([C:32]([F:35])([F:34])[F:33])[CH:31]=1)[CH2:6][NH:7][CH2:8][C:9]1[CH:10]=[C:11]2[C:26]([CH3:27])=[N:25][N:24]([CH3:28])[C:12]2=[N:13][C:14]=1[N:15]([CH2:18][CH:19]1[CH2:23][CH2:22][CH2:21][CH2:20]1)[CH2:16][CH3:17].C(=O)([O-])[O-].[K+].[K+].Cl[C:45]([O:47][CH3:48])=[O:46].O. Product: [CH3:48][O:47][C:45](=[O:46])[N:7]([CH2:6][C:5]1[CH:29]=[C:30]([C:32]([F:34])([F:35])[F:33])[CH:31]=[C:3]([C:2]([F:36])([F:1])[F:37])[CH:4]=1)[CH2:8][C:9]1[CH:10]=[C:11]2[C:26]([CH3:27])=[N:25][N:24]([CH3:28])[C:12]2=[N:13][C:14]=1[N:15]([CH2:18][CH:19]1[CH2:23][CH2:22][CH2:21][CH2:20]1)[CH2:16][CH3:17]. The catalyst class is: 1. (3) Reactant: [C:1]([N:8]1[CH:12]=[CH:11]N=[CH:9]1)(N1C=CN=C1)=[O:2].NC1C=[CH:22][C:21]([O:24][CH3:25])=[CH:20][C:15]=1[C:16](OC)=[O:17].[NH2:26][C:27]1[CH:46]=[CH:45][C:30]([CH2:31][C@@H:32]([C:41]([O:43][CH3:44])=[O:42])[NH:33]C(OC(C)(C)C)=O)=[CH:29][CH:28]=1.C(=O)([O-])[O-].[K+].[K+].CC1C=CC(S(OC)(=O)=O)=CC=1.Cl.C(OCC)(=O)C. Product: [CH3:25][O:24][C:21]1[CH:20]=[C:15]2[C:12](=[CH:11][CH:22]=1)[N:8]([CH3:9])[C:1](=[O:2])[N:26]([C:27]1[CH:28]=[CH:29][C:30]([CH2:31][C@@H:32]([C:41]([O:43][CH3:44])=[O:42])[NH2:33])=[CH:45][CH:46]=1)[C:16]2=[O:17]. The catalyst class is: 288.